This data is from Full USPTO retrosynthesis dataset with 1.9M reactions from patents (1976-2016). The task is: Predict the reactants needed to synthesize the given product. (1) Given the product [O:30]1[CH:31]=[CH:32][CH:33]=[C:29]1[C:25](=[O:24])[C:26]([N:3]1[CH2:4][CH:5]2[C:1]([C:7]3[CH:8]=[CH:9][C:10]([N:13]4[CH2:17][C@H:16]([CH2:18][NH:19][C:20](=[O:22])[CH3:21])[O:15][C:14]4=[O:23])=[CH:11][CH:12]=3)([CH2:6]2)[CH2:2]1)=[O:27], predict the reactants needed to synthesize it. The reactants are: [C:1]12([C:7]3[CH:12]=[CH:11][C:10]([N:13]4[CH2:17][C@H:16]([CH2:18][NH:19][C:20](=[O:22])[CH3:21])[O:15][C:14]4=[O:23])=[CH:9][CH:8]=3)[CH2:6][CH:5]1[CH2:4][NH:3][CH2:2]2.[O:24]=[C:25]([C:29]1[O:30][CH:31]=[CH:32][CH:33]=1)[C:26](O)=[O:27].C(Cl)CCl.C1C=CC2N(O)N=NC=2C=1.CN1CCOCC1. (2) Given the product [OH:13][C@H:14]([C:52]1[S:53][C:54]([C:7]2[CH:6]=[CH:43][CH:44]=[CH:45][CH:40]=2)=[CH:55][CH:56]=1)[C@@H:15]1[N:19]([CH3:20])[C:18](=[O:21])[CH2:17][C@@H:16]1[C:22]1[CH:23]=[CH:24][C:25]([NH2:68])=[CH:26][CH:27]=1, predict the reactants needed to synthesize it. The reactants are: C([BH-]([CH2:6][CH3:7])CC)C.[Li+].ClC1C=C(C=CC=1)[O:13][CH2:14][C@@H:15]1[N:19]([CH3:20])[C:18](=[O:21])[CH2:17][C@@H:16]1[C:22]1[CH:27]=[CH:26][CH:25]=[CH:24][CH:23]=1.C([C@@H]1N(C)C(=O)C[C@@H]1[C:40]1[CH:45]=[CH:44][CH:43]=CC=1)=O.C1([C:52]2[S:53][CH:54]=[CH:55][CH:56]=2)C=CC=CC=1.[Li]CCCC.O[C@H](C1SC(C2C=CC=CC=2)=CC=1)[C@@H]1[N:68](C)C(=O)C[C@@H]1C1C=CC([N+]([O-])=O)=CC=1.O.O.[Sn](Cl)Cl.C([O-])(O)=O.[Na+].